Dataset: Catalyst prediction with 721,799 reactions and 888 catalyst types from USPTO. Task: Predict which catalyst facilitates the given reaction. Reactant: Cl[CH2:2][C:3]1[C:4]([N:9]2[CH2:13][CH2:12][C@@H:11]([F:14])[CH2:10]2)=[N:5][CH:6]=[CH:7][CH:8]=1.[OH:15][C:16]1[CH:23]=[CH:22][CH:21]=[C:20]([OH:24])[C:17]=1[CH:18]=[O:19].C(=O)([O-])[O-].[K+].[K+]. Product: [F:14][C@@H:11]1[CH2:12][CH2:13][N:9]([C:4]2[C:3]([CH2:2][O:15][C:16]3[CH:23]=[CH:22][CH:21]=[C:20]([OH:24])[C:17]=3[CH:18]=[O:19])=[CH:8][CH:7]=[CH:6][N:5]=2)[CH2:10]1. The catalyst class is: 3.